From a dataset of Full USPTO retrosynthesis dataset with 1.9M reactions from patents (1976-2016). Predict the reactants needed to synthesize the given product. (1) Given the product [Br:25][C:23]1[CH:22]=[CH:21][C:20]([O:26][CH3:27])=[C:19]([S:16]([NH:15][C:9]2[CH:10]=[N:11][C:12]3[C:7]([CH:8]=2)=[CH:6][C:5]([C:3]([NH2:28])=[O:2])=[CH:14][CH:13]=3)(=[O:18])=[O:17])[CH:24]=1, predict the reactants needed to synthesize it. The reactants are: C[O:2][C:3]([C:5]1[CH:6]=[C:7]2[C:12](=[CH:13][CH:14]=1)[N:11]=[CH:10][C:9]([NH:15][S:16]([C:19]1[CH:24]=[C:23]([Br:25])[CH:22]=[CH:21][C:20]=1[O:26][CH3:27])(=[O:18])=[O:17])=[CH:8]2)=O.[NH3:28].O. (2) The reactants are: Br[CH2:2][C:3](=O)[C@@H:4]1[C@:21]2([CH3:22])[C@H:7]([C@H:8]3[C@H:18]([CH2:19][CH2:20]2)[C@:16]2([CH3:17])[C@H:11]([CH2:12][C@@:13]([OH:24])([CH3:23])[CH2:14][CH2:15]2)[CH2:10][CH2:9]3)[CH2:6][CH2:5]1.[NH2:26][C:27]1[CH:32]=[CH:31][CH:30]=[CH:29][N:28]=1. Given the product [OH:24][C@:13]1([CH3:23])[CH2:14][CH2:15][C@@:16]2([CH3:17])[C@@H:11]([CH2:10][CH2:9][C@@H:8]3[C@@H:18]2[CH2:19][CH2:20][C@@:21]2([CH3:22])[C@H:7]3[CH2:6][CH2:5][C@@H:4]2[C:3]2[N:26]=[C:27]3[CH:32]=[CH:31][CH:30]=[CH:29][N:28]3[CH:2]=2)[CH2:12]1, predict the reactants needed to synthesize it. (3) Given the product [CH3:46][CH2:45][CH2:44][CH2:43][CH2:42][CH2:41][CH2:40][CH2:39][CH2:38][CH2:37][CH2:36][CH2:35][CH2:34][CH2:33][CH2:32][C:31]([O:22][C:17]1[CH:16]=[CH:15][C:14]([CH2:13][NH:12][C:10]([CH2:9][CH2:8][CH2:7][CH2:6]/[CH:5]=[CH:4]/[CH:2]([CH3:1])[CH3:3])=[O:11])=[CH:19][C:18]=1[O:20][CH3:21])=[O:47], predict the reactants needed to synthesize it. The reactants are: [CH3:1][CH:2](/[CH:4]=[CH:5]/[CH2:6][CH2:7][CH2:8][CH2:9][C:10]([NH:12][CH2:13][C:14]1[CH:15]=[CH:16][C:17]([OH:22])=[C:18]([O:20][CH3:21])[CH:19]=1)=[O:11])[CH3:3].C(N(CC)CC)C.[Al].[C:31](Cl)(=[O:47])[CH2:32][CH2:33][CH2:34][CH2:35][CH2:36][CH2:37][CH2:38][CH2:39][CH2:40][CH2:41][CH2:42][CH2:43][CH2:44][CH2:45][CH3:46]. (4) Given the product [CH3:1][C@@H:2]1[CH2:7][CH2:6][C@H:5]([O:8][C:9]2[C:18]([C:19]([F:21])([F:22])[F:20])=[C:17]3[C:12]([CH:13]=[CH:14][C:15]([C@@H:23]([N:25]4[CH:26]5[CH2:32][CH2:31][CH:30]4[CH2:29][CH:28]([C:33]([OH:35])=[O:34])[CH2:27]5)[CH3:24])=[CH:16]3)=[CH:11][CH:10]=2)[CH2:4][CH2:3]1, predict the reactants needed to synthesize it. The reactants are: [CH3:1][C@@H:2]1[CH2:7][CH2:6][C@H:5]([O:8][C:9]2[C:18]([C:19]([F:22])([F:21])[F:20])=[C:17]3[C:12]([CH:13]=[CH:14][C:15]([CH:23]([N:25]4[CH:30]5[CH2:31][CH2:32][CH:26]4[CH2:27][CH:28]([C:33]([OH:35])=[O:34])[CH2:29]5)[CH3:24])=[CH:16]3)=[CH:11][CH:10]=2)[CH2:4][CH2:3]1.CCCCCCC.C(=O)=O.